Dataset: Full USPTO retrosynthesis dataset with 1.9M reactions from patents (1976-2016). Task: Predict the reactants needed to synthesize the given product. (1) The reactants are: C[O:2][C:3](=[O:30])[C@@H:4]([N:8]([CH2:15][C:16]1[CH:21]=[CH:20][C:19]([C:22]2[CH:27]=[CH:26][CH:25]=[CH:24][C:23]=2[C:28]#[N:29])=[CH:18][CH:17]=1)[C:9](=[O:14])[CH2:10][CH2:11][CH2:12][CH3:13])[CH:5]([CH3:7])[CH3:6].C1(C)C(C)=CC=CC=1.[Cl-].C([Al+]CC)C.[N-:45]=[N+:46]=[N-:47].[Na+].[OH-].[Na+].N([O-])=O.[Na+].Cl.C(OCC)(=O)C.O. Given the product [CH3:7][CH:5]([CH3:6])[C@H:4]([N:8]([C:9](=[O:14])[CH2:10][CH2:11][CH2:12][CH3:13])[CH2:15][C:16]1[CH:21]=[CH:20][C:19]([C:22]2[CH:27]=[CH:26][CH:25]=[CH:24][C:23]=2[C:28]2[NH:47][N:46]=[N:45][N:29]=2)=[CH:18][CH:17]=1)[C:3]([OH:2])=[O:30], predict the reactants needed to synthesize it. (2) Given the product [N:1]1([C:5]2[CH:10]=[CH:9][N:8]3[CH:11]=[C:12]([C:14]4[CH:19]=[CH:18][C:17]([O:20][CH2:32][CH2:33][O:34][CH2:35][CH2:36][F:37])=[CH:16][CH:15]=4)[N:13]=[C:7]3[CH:6]=2)[CH2:2][CH2:3][CH2:4]1, predict the reactants needed to synthesize it. The reactants are: [N:1]1([C:5]2[CH:10]=[CH:9][N:8]3[CH:11]=[C:12]([C:14]4[CH:19]=[CH:18][C:17]([OH:20])=[CH:16][CH:15]=4)[N:13]=[C:7]3[CH:6]=2)[CH2:4][CH2:3][CH2:2]1.CC1C=CC(S(O[CH2:32][CH2:33][O:34][CH2:35][CH2:36][F:37])(=O)=O)=CC=1. (3) Given the product [CH:10]1([CH2:9][O:8][C:7]2[C:2]([C:26]3[C:25]4[C:20](=[CH:21][CH:22]=[C:23]([C:37]5[CH:38]=[N:39][N:40]([CH3:42])[CH:41]=5)[CH:24]=4)[C:19](=[O:43])[N:18]([CH3:17])[CH:27]=3)=[N:3][C:4]([NH:48][S:45]([CH3:44])(=[O:47])=[O:46])=[N:5][CH:6]=2)[CH2:11][CH2:12]1, predict the reactants needed to synthesize it. The reactants are: Cl[C:2]1[C:7]([O:8][CH2:9][CH:10]2[CH2:12][CH2:11]2)=[CH:6][N:5]=[C:4](S(C)(=O)=O)[N:3]=1.[CH3:17][N:18]1[CH:27]=[C:26](B2OC(C)(C)C(C)(C)O2)[C:25]2[C:20](=[CH:21][CH:22]=[C:23]([C:37]3[CH:38]=[N:39][N:40]([CH3:42])[CH:41]=3)[CH:24]=2)[C:19]1=[O:43].[CH3:44][S:45]([NH2:48])(=[O:47])=[O:46].